This data is from Forward reaction prediction with 1.9M reactions from USPTO patents (1976-2016). The task is: Predict the product of the given reaction. (1) Given the reactants [Br:1][C:2]1[CH:11]=[CH:10][C:5]2[S:6][C:7]([CH3:9])=[CH:8][C:4]=2[CH:3]=1.CC(O)=[O:14], predict the reaction product. The product is: [Br:1][C:2]1[CH:11]=[CH:10][C:5]2[S:6][C:7]([CH:9]=[O:14])=[CH:8][C:4]=2[CH:3]=1. (2) Given the reactants C([O:8][CH2:9][CH2:10][CH2:11][N:12]1[C:21](=[O:22])[C:20]2[C:15](=[CH:16][CH:17]=[C:18]([O:31]C)[C:19]=2[CH2:23][C:24]2[CH:29]=[CH:28][C:27]([Cl:30])=[CH:26][CH:25]=2)[N:14]([CH3:33])[C:13]1=[O:34])C1C=CC=CC=1.B(Br)(Br)Br.C([O-])([O-])=O.[Na+].[Na+], predict the reaction product. The product is: [Cl:30][C:27]1[CH:26]=[CH:25][C:24]([CH2:23][C:19]2[C:18]([OH:31])=[CH:17][CH:16]=[C:15]3[C:20]=2[C:21](=[O:22])[N:12]([CH2:11][CH2:10][CH2:9][OH:8])[C:13](=[O:34])[N:14]3[CH3:33])=[CH:29][CH:28]=1. (3) Given the reactants [CH:1]1([C:5]2[NH:13][C:12]3[C:11](=[O:14])[NH:10]/[C:9](=[N:15]\[NH2:16])/[N:8]([CH2:17][CH2:18][CH2:19][CH2:20][CH3:21])[C:7]=3[N:6]=2)[CH2:4][CH2:3][CH2:2]1.[C:22](OCC)(OCC)(OCC)[CH3:23], predict the reaction product. The product is: [CH:1]1([C:5]2[NH:13][C:12]3[C:11](=[O:14])[N:10]4[C:22]([CH3:23])=[N:16][N:15]=[C:9]4[N:8]([CH2:17][CH2:18][CH2:19][CH2:20][CH3:21])[C:7]=3[N:6]=2)[CH2:2][CH2:3][CH2:4]1. (4) Given the reactants [CH2:1]([O:5][C:6]1[C:15]2[C:10](=[CH:11][C:12]([Cl:17])=[C:13]([Cl:16])[CH:14]=2)[C:9](=[O:18])[N:8]([CH2:19][CH2:20][C:21]([OH:23])=O)[C:7]=1[CH2:24][N:25]1[C:33](=[O:34])[C:32]2[C:27](=[CH:28][CH:29]=[CH:30][CH:31]=2)[C:26]1=[O:35])[CH2:2][CH2:3][CH3:4].[NH:36]1[CH2:40][CH2:39][CH2:38][CH2:37]1.Cl.C(N=C=NCCCN(C)C)C.ON1C2C=CC=CC=2N=N1, predict the reaction product. The product is: [CH2:1]([O:5][C:6]1[C:15]2[C:10](=[CH:11][C:12]([Cl:17])=[C:13]([Cl:16])[CH:14]=2)[C:9](=[O:18])[N:8]([CH2:19][CH2:20][C:21](=[O:23])[N:36]2[CH2:40][CH2:39][CH2:38][CH2:37]2)[C:7]=1[CH2:24][N:25]1[C:26](=[O:35])[C:27]2[C:32](=[CH:31][CH:30]=[CH:29][CH:28]=2)[C:33]1=[O:34])[CH2:2][CH2:3][CH3:4].